From a dataset of Forward reaction prediction with 1.9M reactions from USPTO patents (1976-2016). Predict the product of the given reaction. Given the reactants [CH2:1]([O:3][C:4](=[O:21])[C@@H:5]1[CH2:9][CH2:8][C:7](=[O:10])[N:6]1[C:11]12[CH2:20][CH:15]3[CH2:16][CH:17]([CH2:19][CH:13]([CH2:14]3)[CH2:12]1)[CH2:18]2)[CH3:2].C[Si]([N-][Si](C)(C)C)(C)C.[Li+].[Cl:32][C:33]1[CH:40]=[CH:39][CH:38]=[C:37]([Cl:41])[C:34]=1[CH2:35]Cl.[Cl-].[NH4+], predict the reaction product. The product is: [CH2:1]([O:3][C:4](=[O:21])[C@@H:5]1[CH2:9][CH:8]([CH2:35][C:34]2[C:33]([Cl:32])=[CH:40][CH:39]=[CH:38][C:37]=2[Cl:41])[C:7](=[O:10])[N:6]1[C:11]12[CH2:18][CH:17]3[CH2:19][CH:13]([CH2:14][CH:15]([CH2:16]3)[CH2:20]1)[CH2:12]2)[CH3:2].